Predict the reaction yield, written as a fraction of the theoretical maximum amount of product (1.0 means a 100% yield; for example, 0.34 means a 34% yield). From a dataset of Reaction yield outcomes from USPTO patents with 853,638 reactions. (1) The reactants are [O:1]=[S:2]1(=[O:31])[CH2:7][CH:6]=[C:5]([C:8]2[CH:13]=[CH:12][C:11]([N:14]3[CH2:18][C@H:17]([CH2:19][N:20]4[CH:24]=[C:23]([CH:25]=[C:26](Br)Br)[N:22]=[N:21]4)[O:16][C:15]3=[O:29])=[CH:10][C:9]=2[F:30])[CH2:4][CH2:3]1.[CH3:32][NH:33][CH3:34].[OH2:35]. The catalyst is CN(C=O)C. The product is [O:1]=[S:2]1(=[O:31])[CH2:7][CH:6]=[C:5]([C:8]2[CH:13]=[CH:12][C:11]([N:14]3[CH2:18][C@H:17]([CH2:19][N:20]4[CH:24]=[C:23]([CH2:25][C:26]([N:33]([CH3:34])[CH3:32])=[O:35])[N:22]=[N:21]4)[O:16][C:15]3=[O:29])=[CH:10][C:9]=2[F:30])[CH2:4][CH2:3]1. The yield is 0.360. (2) The reactants are [CH3:1][O:2][C:3]1[CH:8]=[CH:7][C:6]([N+:9]([O-:11])=[O:10])=[CH:5][C:4]=1[C:12]1[CH:13]=[C:14]([CH:17]=O)[O:15][CH:16]=1.[CH3:19][N:20]1[CH2:25][CH2:24][NH:23][CH2:22][CH2:21]1.C(O[BH-](OC(=O)C)OC(=O)C)(=O)C.[Na+]. The catalyst is ClCCl.CN1CCCC1=O.C(O)(=O)C. The product is [CH3:1][O:2][C:3]1[CH:8]=[CH:7][C:6]([N+:9]([O-:11])=[O:10])=[CH:5][C:4]=1[C:12]1[CH:13]=[C:14]([CH2:17][N:23]2[CH2:24][CH2:25][N:20]([CH3:19])[CH2:21][CH2:22]2)[O:15][CH:16]=1. The yield is 0.180.